From a dataset of Forward reaction prediction with 1.9M reactions from USPTO patents (1976-2016). Predict the product of the given reaction. (1) The product is: [Br:13][CH2:14][C:15]([NH:1][C:2]1[CH:11]=[C:10]2[C:5]([CH2:6][CH2:7][C:8](=[O:12])[NH:9]2)=[CH:4][CH:3]=1)=[O:16]. Given the reactants [NH2:1][C:2]1[CH:11]=[C:10]2[C:5]([CH2:6][CH2:7][C:8](=[O:12])[NH:9]2)=[CH:4][CH:3]=1.[Br:13][CH2:14][C:15](O)=[O:16], predict the reaction product. (2) The product is: [CH2:11]([C:13]([NH2:2])([CH2:24][CH3:25])[CH2:14][C:15]1[CH:20]=[CH:19][C:18]([O:21][CH3:22])=[CH:17][CH:16]=1)[CH3:12]. Given the reactants [C-]#[N:2].[Na+].S(=O)(=O)(O)O.[C-]#N.[CH2:11]([C:13]([CH2:24][CH3:25])(O)[CH2:14][C:15]1[CH:20]=[CH:19][C:18]([O:21][CH3:22])=[CH:17][CH:16]=1)[CH3:12].[OH-].[Na+], predict the reaction product. (3) The product is: [Br:13][C:14]1[CH:19]=[C:18]([F:20])[C:17]([CH:25]=[O:26])=[C:16]([F:21])[CH:15]=1. Given the reactants [Li]CCCC.N(C(C)C)C(C)C.[Br:13][C:14]1[CH:19]=[C:18]([F:20])[CH:17]=[C:16]([F:21])[CH:15]=1.CN([CH:25]=[O:26])C, predict the reaction product. (4) Given the reactants CO[CH:3]([O:7][CH3:8])[CH2:4]OC.FC(F)(F)C(O)=O.[NH2:16][C:17]1[CH:25]=[C:24]([F:26])[C:23]([F:27])=[CH:22][C:18]=1[C:19]([OH:21])=[O:20].C(O[BH-](OC(=O)C)OC(=O)C)(=O)C.[Na+], predict the reaction product. The product is: [F:26][C:24]1[C:23]([F:27])=[CH:22][C:18]([C:19]([OH:21])=[O:20])=[C:17]([NH:16][CH2:4][CH2:3][O:7][CH3:8])[CH:25]=1. (5) Given the reactants I[C:2]1[CH:11]=[C:10]2[C:5]([CH:6]=[C:7]([C:18]3[CH:19]=[CH:20][C:21]4[O:26][CH2:25][C:24](=[O:27])[NH:23][C:22]=4[CH:28]=3)[CH:8]([C:12]3[CH:17]=[CH:16][CH:15]=[CH:14][CH:13]=3)[O:9]2)=[CH:4][CH:3]=1.N1C2C(=CC=C3C=2N=CC=C3)C=CC=1.C(=O)([O-])[O-].[Cs+].[Cs+].[CH2:49]([OH:52])[CH2:50][OH:51], predict the reaction product. The product is: [OH:51][CH2:50][CH2:49][O:52][C:2]1[CH:11]=[C:10]2[C:5]([CH:6]=[C:7]([C:18]3[CH:19]=[CH:20][C:21]4[O:26][CH2:25][C:24](=[O:27])[NH:23][C:22]=4[CH:28]=3)[CH:8]([C:12]3[CH:17]=[CH:16][CH:15]=[CH:14][CH:13]=3)[O:9]2)=[CH:4][CH:3]=1. (6) The product is: [F:1][C:2]1[CH:3]=[CH:4][C:5]2[O:9][CH2:10][CH:11]([CH2:13][OH:12])[O:8][C:6]=2[CH:7]=1. Given the reactants [F:1][C:2]1[CH:3]=[CH:4][C:5]([O:9][CH2:10][CH:11]2[CH2:13][O:12]2)=[C:6]([OH:8])[CH:7]=1, predict the reaction product. (7) Given the reactants [C:1]([O:5][C:6]([N:8]1[CH2:13][CH2:12][CH:11]([NH:14][C@H:15]([C:18]2[CH:23]=[CH:22][CH:21]=[CH:20][CH:19]=2)[CH2:16][OH:17])[CH2:10][CH2:9]1)=[O:7])([CH3:4])([CH3:3])[CH3:2].N1C=CC=CC=1.Cl[C:31](Cl)([O:33]C(=O)OC(Cl)(Cl)Cl)Cl, predict the reaction product. The product is: [C:1]([O:5][C:6]([N:8]1[CH2:9][CH2:10][CH:11]([N:14]2[C@H:15]([C:18]3[CH:19]=[CH:20][CH:21]=[CH:22][CH:23]=3)[CH2:16][O:17][C:31]2=[O:33])[CH2:12][CH2:13]1)=[O:7])([CH3:4])([CH3:2])[CH3:3]. (8) The product is: [F:1][C:2]1[CH:7]=[C:6]([CH:5]=[C:4]([O:11][CH3:12])[C:3]=1[N:13]1[CH:17]=[N:16][C:15]([CH3:18])=[N:14]1)[NH2:8]. Given the reactants [F:1][C:2]1[CH:7]=[C:6]([N+:8]([O-])=O)[CH:5]=[C:4]([O:11][CH3:12])[C:3]=1[N:13]1[CH:17]=[N:16][C:15]([CH3:18])=[N:14]1, predict the reaction product. (9) Given the reactants [Br:1][C:2]1[CH:3]=[C:4]2[C:12](=[CH:13][CH:14]=1)[N:11]([C:15]1[CH:20]=[CH:19][CH:18]=[CH:17][C:16]=1[N+:21]([O-])=O)[C:10]1[C:9]([F:24])=[CH:8][CH:7]=[CH:6][C:5]2=1.[OH-].[Na+], predict the reaction product. The product is: [Br:1][C:2]1[CH:3]=[C:4]2[C:12](=[CH:13][CH:14]=1)[N:11]([C:15]1[CH:20]=[CH:19][CH:18]=[CH:17][C:16]=1[NH2:21])[C:10]1[C:9]([F:24])=[CH:8][CH:7]=[CH:6][C:5]2=1.